Task: Predict the product of the given reaction.. Dataset: Forward reaction prediction with 1.9M reactions from USPTO patents (1976-2016) Given the reactants [NH:1]1[CH2:6][CH2:5][CH2:4][CH:3]([NH:7][C:8]([C:10]2[S:14][C:13]([C:15]3[CH:20]=[CH:19][C:18]([Cl:21])=[CH:17][CH:16]=3)=[N:12][C:11]=2[CH3:22])=[O:9])[CH2:2]1.[CH:23]([C:25]1[CH:26]=[C:27](OB(O)O)[CH:28]=[CH:29][CH:30]=1)=[O:24], predict the reaction product. The product is: [Cl:21][C:18]1[CH:17]=[CH:16][C:15]([C:13]2[S:14][C:10]([C:8]([NH:7][CH:3]3[CH2:4][CH2:5][CH2:6][N:1]([C:29]4[CH:30]=[C:25]([CH:26]=[CH:27][CH:28]=4)[CH:23]=[O:24])[CH2:2]3)=[O:9])=[C:11]([CH3:22])[N:12]=2)=[CH:20][CH:19]=1.